Dataset: Catalyst prediction with 721,799 reactions and 888 catalyst types from USPTO. Task: Predict which catalyst facilitates the given reaction. (1) Reactant: [C:1]1([C:15]2[CH:20]=[CH:19][CH:18]=[CH:17][CH:16]=2)[CH:6]=[CH:5][C:4]([O:7][C@H:8]2[CH2:13][CH2:12][CH2:11][C@@H:10]([OH:14])[CH2:9]2)=[CH:3][CH:2]=1.[CH3:21][O:22][C@:23]([C:31]1[CH:36]=[CH:35][CH:34]=[CH:33][CH:32]=1)([C:27]([F:30])([F:29])[F:28])[C:24](O)=[O:25].CCN=C=NCCCN(C)C. Product: [C:1]1([C:15]2[CH:16]=[CH:17][CH:18]=[CH:19][CH:20]=2)[CH:6]=[CH:5][C:4]([O:7][C@H:8]2[CH2:13][CH2:12][CH2:11][C@@H:10]([O:14][C:24](=[O:25])[C@@:23]([O:22][CH3:21])([C:31]3[CH:32]=[CH:33][CH:34]=[CH:35][CH:36]=3)[C:27]([F:29])([F:30])[F:28])[CH2:9]2)=[CH:3][CH:2]=1. The catalyst class is: 166. (2) Reactant: [NH2:1][C:2]1[CH:12]=[CH:11][C:5]2[NH:6][C:7](=[O:10])[CH2:8][O:9][C:4]=2[CH:3]=1.[CH2:13]([CH:20]1[CH2:25][CH2:24][N:23]([C:26](=[O:30])[C:27](O)=[O:28])[CH2:22][CH2:21]1)[C:14]1[CH:19]=[CH:18][CH:17]=[CH:16][CH:15]=1. Product: [CH2:13]([CH:20]1[CH2:21][CH2:22][N:23]([C:26](=[O:30])[C:27]([NH:1][C:2]2[CH:12]=[CH:11][C:5]3[NH:6][C:7](=[O:10])[CH2:8][O:9][C:4]=3[CH:3]=2)=[O:28])[CH2:24][CH2:25]1)[C:14]1[CH:15]=[CH:16][CH:17]=[CH:18][CH:19]=1. The catalyst class is: 27. (3) Reactant: [O-]S(S([O-])=O)=O.[Na+].[Na+].C([NH:12][C:13]1[CH:29]=[CH:28][C:16]([O:17][C:18]2[CH:19]=[CH:20][C:21]([N+:25]([O-:27])=[O:26])=[C:22]([CH:24]=2)N)=[CH:15][CH:14]=1)(=O)C. Product: [N+:25]([C:21]1[CH:22]=[CH:24][C:18]([O:17][C:16]2[CH:28]=[CH:29][C:13]([NH2:12])=[CH:14][CH:15]=2)=[CH:19][CH:20]=1)([O-:27])=[O:26]. The catalyst class is: 88. (4) Reactant: [NH2:1][C:2]1[S:3][CH:4]=[C:5]([CH2:7][C:8]([OH:10])=[O:9])[N:6]=1.[C:11]([N+:15]#[C-:16])([CH3:14])([CH3:13])[CH3:12].[CH3:17][O:18][C:19]1[CH:26]=[CH:25][CH:24]=[CH:23][C:20]=1[CH:21]=O. Product: [C:11]([NH:15][C:16]1[N:6]2[C:2]([S:3][CH:4]=[C:5]2[CH2:7][C:8]([OH:10])=[O:9])=[N:1][C:21]=1[C:20]1[CH:23]=[CH:24][CH:25]=[CH:26][C:19]=1[O:18][CH3:17])([CH3:14])([CH3:13])[CH3:12]. The catalyst class is: 519. (5) Reactant: [C:1]([C:3]1[CH:4]=[C:5]([NH:10][C:11]2[N:19]=[CH:18][CH:17]=[CH:16][C:12]=2[C:13]([OH:15])=O)[CH:6]=[C:7]([F:9])[CH:8]=1)#[N:2].[CH3:20][C:21]([NH2:25])([C:23]#[CH:24])[CH3:22].C1C=CC2N(O)N=NC=2C=1.CCN=C=NCCCN(C)C.CCN(C(C)C)C(C)C. Product: [C:1]([C:3]1[CH:4]=[C:5]([NH:10][C:11]2[N:19]=[CH:18][CH:17]=[CH:16][C:12]=2[C:13]([NH:25][C:21]([CH3:22])([C:23]#[CH:24])[CH3:20])=[O:15])[CH:6]=[C:7]([F:9])[CH:8]=1)#[N:2]. The catalyst class is: 2.